From a dataset of Full USPTO retrosynthesis dataset with 1.9M reactions from patents (1976-2016). Predict the reactants needed to synthesize the given product. (1) The reactants are: [CH3:1][O:2][C:3]1[CH:8]=[CH:7][C:6]([CH3:9])=[CH:5][C:4]=1[C:10]1[N:15]=[C:14]([N:16]2[C:20]([C:21]([F:24])([F:23])[F:22])=[C:19]([C:25]([O:27][CH2:28][CH3:29])=[O:26])[CH:18]=[N:17]2)[CH:13]=[C:12]([N+:30]([O-])=O)[CH:11]=1.O.O.[Sn](Cl)Cl.NO.[Sn](Cl)Cl. Given the product [NH2:30][C:12]1[CH:11]=[C:10]([C:4]2[CH:5]=[C:6]([CH3:9])[CH:7]=[CH:8][C:3]=2[O:2][CH3:1])[N:15]=[C:14]([N:16]2[C:20]([C:21]([F:24])([F:23])[F:22])=[C:19]([C:25]([O:27][CH2:28][CH3:29])=[O:26])[CH:18]=[N:17]2)[CH:13]=1, predict the reactants needed to synthesize it. (2) Given the product [F:12][C:11]([F:14])([F:13])[O:10][C:7]1[CH:8]=[CH:9][C:4]([C:3]2[CH:18]=[C:17]([C:16]([O:20][CH3:21])=[O:19])[O:1][N:2]=2)=[CH:5][CH:6]=1, predict the reactants needed to synthesize it. The reactants are: [OH:1][N:2]=[C:3](Cl)[C:4]1[CH:9]=[CH:8][C:7]([O:10][C:11]([F:14])([F:13])[F:12])=[CH:6][CH:5]=1.[C:16]([O:20][CH3:21])(=[O:19])[C:17]#[CH:18].CCN(CC)CC. (3) Given the product [C:30]([C:26]1[CH:25]=[C:24]2[C:29](=[CH:28][CH:27]=1)[N:21]([C:18]1[N:17]=[CH:16][N:15]=[C:14]([O:13][CH:10]3[CH2:11][CH2:12][N:7]([C:5]([O:4][CH:1]([CH3:3])[CH3:2])=[O:6])[CH2:8][CH2:9]3)[CH:19]=1)[CH2:22][CH2:23]2)#[N:31], predict the reactants needed to synthesize it. The reactants are: [CH:1]([O:4][C:5]([N:7]1[CH2:12][CH2:11][CH:10]([O:13][C:14]2[CH:19]=[C:18](Cl)[N:17]=[CH:16][N:15]=2)[CH2:9][CH2:8]1)=[O:6])([CH3:3])[CH3:2].[NH:21]1[C:29]2[C:24](=[CH:25][C:26]([C:30]#[N:31])=[CH:27][CH:28]=2)[CH2:23][CH2:22]1.C[Si]([N-][Si](C)(C)C)(C)C.[Na+].O1CCCC1. (4) The reactants are: [Cl:1][C:2]1[C:7]2[N:8]([CH2:19][CH2:20][CH3:21])[C:9]([C:11]3[CH:12]=[N:13][C:14](Cl)=[C:15]([Cl:17])[CH:16]=3)=[N:10][C:6]=2[CH:5]=[CH:4][CH:3]=1.[NH2:22][C:23]1[CH:28]=[CH:27][N:26]=[CH:25][CH:24]=1.C([O-])([O-])=O.[Cs+].[Cs+]. Given the product [Cl:17][C:15]1[C:14]([NH:22][C:23]2[CH:28]=[CH:27][N:26]=[CH:25][CH:24]=2)=[N:13][CH:12]=[C:11]([C:9]2[N:8]([CH2:19][CH2:20][CH3:21])[C:7]3[C:2]([Cl:1])=[CH:3][CH:4]=[CH:5][C:6]=3[N:10]=2)[CH:16]=1, predict the reactants needed to synthesize it. (5) Given the product [Cl:41][C:42]1[N:50]=[CH:49][CH:48]=[CH:47][C:43]=1[C:44]([NH:36][C:7]1[CH:8]=[CH:12][CH:13]=[C:5](/[CH:4]=[CH:3]/[C:2](=[O:1])[NH:18][CH:19]([C:24]2[CH:29]=[CH:28][CH:27]=[C:26]([C:30]([F:33])([F:32])[F:31])[CH:25]=2)[C:20]([F:23])([F:22])[F:21])[CH:6]=1)=[O:45], predict the reactants needed to synthesize it. The reactants are: [O:1]=[C:2]([NH:18][CH:19]([C:24]1[CH:29]=[CH:28][CH:27]=[C:26]([C:30]([F:33])([F:32])[F:31])[CH:25]=1)[C:20]([F:23])([F:22])[F:21])/[CH:3]=[CH:4]/[C:5]1[CH:13]=[CH:12][C:8](C(O)=O)=[C:7](C(F)(F)F)[CH:6]=1.C([N:36](CC)CC)C.[Cl:41][C:42]1[N:50]=[CH:49][CH:48]=[CH:47][C:43]=1[C:44](Cl)=[O:45]. (6) Given the product [OH:35][CH2:34][C@@H:2]([CH3:3])[C:4]1[CH:5]=[C:6]([NH:18][C:19](=[O:31])[CH2:20][C:21]2[C:30]3[C:25](=[CH:26][CH:27]=[CH:28][CH:29]=3)[CH:24]=[CH:23][CH:22]=2)[NH:7][N:8]=1, predict the reactants needed to synthesize it. The reactants are: O[CH:2]([C:4]1[CH:5]=[C:6]([NH:18][C:19](=[O:31])[CH2:20][C:21]2[C:30]3[C:25](=[CH:26][CH:27]=[CH:28][CH:29]=3)[CH:24]=[CH:23][CH:22]=2)[N:7](CC2C=CC(OC)=CC=2)[N:8]=1)[CH3:3].C1C[O:35][CH2:34]C1. (7) Given the product [CH3:25][N:26]1[CH2:31][CH2:30][CH:29]([C:32]([NH:1][C:2]2[CH:7]=[CH:6][C:5]([N:8]3[C:14](=[O:15])[CH2:13][C:12](=[O:16])[NH:11][C:10]4[C:17]5[C:22]([CH:23]=[CH:24][C:9]3=4)=[CH:21][CH:20]=[CH:19][CH:18]=5)=[CH:4][CH:3]=2)=[O:33])[CH2:28][CH2:27]1, predict the reactants needed to synthesize it. The reactants are: [NH2:1][C:2]1[CH:7]=[CH:6][C:5]([N:8]2[C:14](=[O:15])[CH2:13][C:12](=[O:16])[NH:11][C:10]3[C:17]4[C:22]([CH:23]=[CH:24][C:9]2=3)=[CH:21][CH:20]=[CH:19][CH:18]=4)=[CH:4][CH:3]=1.[CH3:25][N:26]1[CH2:31][CH2:30][CH:29]([C:32](Cl)=[O:33])[CH2:28][CH2:27]1.IC1C=CC=CC=1C(NCCN1C(=O)CC(=O)NC2C3C(C=CC1=2)=CC=CC=3)=O.